From a dataset of Reaction yield outcomes from USPTO patents with 853,638 reactions. Predict the reaction yield, written as a fraction of the theoretical maximum amount of product (1.0 means a 100% yield; for example, 0.34 means a 34% yield). (1) The reactants are [CH:1]1([C:5]2[C:14]([C:15]3[NH:19][C:18]([CH2:20][CH3:21])=[N:17][N:16]=3)=[CH:13][C:8]([C:9]([O:11]C)=[O:10])=[C:7]([CH2:22][CH3:23])[CH:6]=2)[CH2:4][CH2:3][CH2:2]1.[OH-].[Na+]. The catalyst is CO.O. The product is [CH:1]1([C:5]2[C:14]([C:15]3[NH:19][C:18]([CH2:20][CH3:21])=[N:17][N:16]=3)=[CH:13][C:8]([C:9]([OH:11])=[O:10])=[C:7]([CH2:22][CH3:23])[CH:6]=2)[CH2:2][CH2:3][CH2:4]1. The yield is 0.930. (2) The reactants are [CH3:1][O:2][C:3]1[CH:4]=[CH:5][C:6]2[C:7]3[C:8]4[CH2:18][CH2:17][C:16](=[O:19])[C:9]=4[CH:10]=[CH:11][C:12]=3[NH:13][C:14]=2[CH:15]=1.[Al+3].[Cl-].[Cl-].[Cl-].[C:24](Cl)([CH3:26])=[O:25]. The catalyst is ClCCl. The product is [C:24]([C:4]1[C:3]([O:2][CH3:1])=[CH:15][C:14]2[NH:13][C:12]3[CH:11]=[CH:10][C:9]4[C:16](=[O:19])[CH2:17][CH2:18][C:8]=4[C:7]=3[C:6]=2[CH:5]=1)(=[O:25])[CH3:26]. The yield is 0.800. (3) The reactants are C([Mg]Cl)(C)C.Br[C:7]1[N:11]2[CH:12]=[CH:13][C:14]([C:16]([F:19])([F:18])[F:17])=[N:15][C:10]2=[N:9][CH:8]=1.C([Sn](Cl)(CCCC)CCCC)CCC.Cl[C:35]1[S:39][N:38]=[C:37]([C:40]2[S:41][CH:42]=[CH:43][CH:44]=2)[N:36]=1. The catalyst is C1COCC1.C1C=CC([P]([Pd]([P](C2C=CC=CC=2)(C2C=CC=CC=2)C2C=CC=CC=2)([P](C2C=CC=CC=2)(C2C=CC=CC=2)C2C=CC=CC=2)[P](C2C=CC=CC=2)(C2C=CC=CC=2)C2C=CC=CC=2)(C2C=CC=CC=2)C2C=CC=CC=2)=CC=1.[Cu]I. The product is [S:41]1[CH:42]=[CH:43][CH:44]=[C:40]1[C:37]1[N:36]=[C:35]([C:7]2[N:11]3[CH:12]=[CH:13][C:14]([C:16]([F:19])([F:18])[F:17])=[N:15][C:10]3=[N:9][CH:8]=2)[S:39][N:38]=1. The yield is 0.260. (4) The reactants are [OH:1][C:2]1[CH:6]=[C:5]([N:7]2[C:11]3[CH:12]=[C:13]([CH3:17])[C:14]([CH3:16])=[CH:15][C:10]=3[N:9]=[CH:8]2)[S:4][C:3]=1[C:18]([O:20][CH3:21])=[O:19].C(=O)([O-])[O-].[K+].[K+].Br[CH2:29][C:30]1[C:31]([CH3:36])=[CH:32][CH:33]=[CH:34][CH:35]=1.N. The catalyst is CN(C)C=O. The product is [CH3:16][C:14]1[C:13]([CH3:17])=[CH:12][C:11]2[N:7]([C:5]3[S:4][C:3]([C:18]([O:20][CH3:21])=[O:19])=[C:2]([O:1][CH2:29][C:30]4[CH:35]=[CH:34][CH:33]=[CH:32][C:31]=4[CH3:36])[CH:6]=3)[CH:8]=[N:9][C:10]=2[CH:15]=1. The yield is 0.110.